Regression. Given a peptide amino acid sequence and an MHC pseudo amino acid sequence, predict their binding affinity value. This is MHC class I binding data. From a dataset of Peptide-MHC class I binding affinity with 185,985 pairs from IEDB/IMGT. (1) The peptide sequence is HKNKFMAIL. The MHC is HLA-A24:02 with pseudo-sequence HLA-A24:02. The binding affinity (normalized) is 0. (2) The peptide sequence is LIIGPMFSGK. The MHC is HLA-A68:01 with pseudo-sequence HLA-A68:01. The binding affinity (normalized) is 0.788. (3) The peptide sequence is FTTNIWMKFR. The MHC is HLA-A68:01 with pseudo-sequence HLA-A68:01. The binding affinity (normalized) is 0.949. (4) The peptide sequence is PVYISQFSYK. The MHC is HLA-A68:01 with pseudo-sequence HLA-A68:01. The binding affinity (normalized) is 0.579. (5) The peptide sequence is WRRRWQQLL. The MHC is Mamu-B08 with pseudo-sequence Mamu-B08. The binding affinity (normalized) is 0.667. (6) The peptide sequence is GILKKLSSIK. The MHC is HLA-A11:01 with pseudo-sequence HLA-A11:01. The binding affinity (normalized) is 0.452.